From a dataset of Ames mutagenicity test results for genotoxicity prediction. Regression/Classification. Given a drug SMILES string, predict its toxicity properties. Task type varies by dataset: regression for continuous values (e.g., LD50, hERG inhibition percentage) or binary classification for toxic/non-toxic outcomes (e.g., AMES mutagenicity, cardiotoxicity, hepatotoxicity). Dataset: ames. (1) The molecule is OCCN1CN(CCO)CN(CCO)C1. The result is 1 (mutagenic). (2) The drug is CC(=O)N(C)c1snc2ccccc12. The result is 0 (non-mutagenic). (3) The drug is CN(C)c1ccc(N)cc1. The result is 1 (mutagenic). (4) The compound is ICI. The result is 0 (non-mutagenic). (5) The molecule is NC(Cc1c[nH]c2ccccc12)C(=O)O. The result is 0 (non-mutagenic). (6) The drug is ClC(Cl)=C(c1ccc(Cl)cc1)c1ccc(Cl)cc1. The result is 0 (non-mutagenic).